Task: Predict the reaction yield, written as a fraction of the theoretical maximum amount of product (1.0 means a 100% yield; for example, 0.34 means a 34% yield).. Dataset: Reaction yield outcomes from USPTO patents with 853,638 reactions (1) The reactants are [CH:1]1([N:7]([CH2:25][CH:26]2[CH2:28][CH2:27]2)[C:8]2[N:13]=[CH:12][N:11]=[C:10]([C:14]([NH:16][C:17]3[CH:22]=[CH:21][C:20]([CH2:23][OH:24])=[CH:19][CH:18]=3)=[O:15])[CH:9]=2)[CH2:6][CH2:5][CH2:4][CH2:3][CH2:2]1. The catalyst is C(Cl)Cl.O=[Mn]=O. The product is [CH:1]1([N:7]([CH2:25][CH:26]2[CH2:28][CH2:27]2)[C:8]2[N:13]=[CH:12][N:11]=[C:10]([C:14]([NH:16][C:17]3[CH:22]=[CH:21][C:20]([CH:23]=[O:24])=[CH:19][CH:18]=3)=[O:15])[CH:9]=2)[CH2:6][CH2:5][CH2:4][CH2:3][CH2:2]1. The yield is 0.790. (2) The catalyst is C1C=CC([P]([Pd]([P](C2C=CC=CC=2)(C2C=CC=CC=2)C2C=CC=CC=2)([P](C2C=CC=CC=2)(C2C=CC=CC=2)C2C=CC=CC=2)[P](C2C=CC=CC=2)(C2C=CC=CC=2)C2C=CC=CC=2)(C2C=CC=CC=2)C2C=CC=CC=2)=CC=1.CCO. The product is [CH2:1]([N:8]1[C:13](=[O:14])[C:12]([O:15][CH3:16])=[C:11]([C:22]2[CH:23]=[CH:24][C:19]([Cl:18])=[CH:20][CH:21]=2)[CH:10]=[N:9]1)[C:2]1[CH:7]=[CH:6][CH:5]=[CH:4][CH:3]=1. The yield is 0.990. The reactants are [CH2:1]([N:8]1[C:13](=[O:14])[C:12]([O:15][CH3:16])=[C:11](Cl)[CH:10]=[N:9]1)[C:2]1[CH:7]=[CH:6][CH:5]=[CH:4][CH:3]=1.[Cl:18][C:19]1[CH:24]=[CH:23][C:22](B(O)O)=[CH:21][CH:20]=1.C1(C)C=CC=CC=1.C([O-])([O-])=O.[Na+].[Na+].